This data is from Reaction yield outcomes from USPTO patents with 853,638 reactions. The task is: Predict the reaction yield, written as a fraction of the theoretical maximum amount of product (1.0 means a 100% yield; for example, 0.34 means a 34% yield). (1) The product is [F:2][C:3]1[CH:4]=[C:5]2[C:10](=[C:11]([N:13]3[CH2:18][CH2:17][N:16]([CH3:19])[CH2:15][CH2:14]3)[CH:12]=1)[O:9][CH:8]([C:20]([NH:39][C:36]1[CH:37]=[CH:38][C:33]([N:30]3[CH2:31][CH2:32][N:27]([C:25]([N:24]([CH3:40])[CH3:23])=[O:26])[CH2:28][CH2:29]3)=[CH:34][CH:35]=1)=[O:22])[CH2:7][CH2:6]2. No catalyst specified. The yield is 0.640. The reactants are Cl.[F:2][C:3]1[CH:4]=[C:5]2[C:10](=[C:11]([N:13]3[CH2:18][CH2:17][N:16]([CH3:19])[CH2:15][CH2:14]3)[CH:12]=1)[O:9][CH:8]([C:20]([OH:22])=O)[CH2:7][CH2:6]2.[CH3:23][N:24]([CH3:40])[C:25]([N:27]1[CH2:32][CH2:31][N:30]([C:33]2[CH:38]=[CH:37][C:36]([NH2:39])=[CH:35][CH:34]=2)[CH2:29][CH2:28]1)=[O:26]. (2) The reactants are [Br:1][C:2]1[CH:10]=[C:9]2[C:5]([C:6]([CH2:11][O:12][CH3:13])=[CH:7][NH:8]2)=[CH:4][CH:3]=1.[H-].[Na+].[CH3:16][O:17][C:18]1[CH:23]=[CH:22][C:21]([S:24](Cl)(=[O:26])=[O:25])=[CH:20][C:19]=1[N:28]1[CH2:33][CH2:32][N:31]([C:34](=[O:39])[C:35]([F:38])([F:37])[F:36])[CH2:30][CH2:29]1. The catalyst is C1COCC1. The product is [Br:1][C:2]1[CH:10]=[C:9]2[C:5]([C:6]([CH2:11][O:12][CH3:13])=[CH:7][N:8]2[S:24]([C:21]2[CH:22]=[CH:23][C:18]([O:17][CH3:16])=[C:19]([N:28]3[CH2:29][CH2:30][N:31]([C:34](=[O:39])[C:35]([F:38])([F:36])[F:37])[CH2:32][CH2:33]3)[CH:20]=2)(=[O:25])=[O:26])=[CH:4][CH:3]=1. The yield is 0.513. (3) The yield is 0.920. The catalyst is CN(C=O)C. The reactants are [CH3:1][O:2][C:3]1[CH:8]=[CH:7][C:6]([C:9]2[S:13][C:12]([C:14]([OH:16])=O)=[C:11]([NH:17][C:18]([NH:20][C:21]3[C:26]([CH3:27])=[CH:25][C:24]([CH3:28])=[CH:23][C:22]=3[CH3:29])=[O:19])[CH:10]=2)=[CH:5][CH:4]=1.CN(C(ON1N=NC2C=CC=NC1=2)=[N+](C)C)C.F[P-](F)(F)(F)(F)F.CCN(C(C)C)C(C)C.[NH2:63][C:64]1([C:68]([O:70][CH3:71])=[O:69])[CH2:67][CH2:66][CH2:65]1. The product is [CH3:1][O:2][C:3]1[CH:4]=[CH:5][C:6]([C:9]2[S:13][C:12]([C:14]([NH:63][C:64]3([C:68]([O:70][CH3:71])=[O:69])[CH2:67][CH2:66][CH2:65]3)=[O:16])=[C:11]([NH:17][C:18]([NH:20][C:21]3[C:26]([CH3:27])=[CH:25][C:24]([CH3:28])=[CH:23][C:22]=3[CH3:29])=[O:19])[CH:10]=2)=[CH:7][CH:8]=1. (4) The reactants are [C:1]1(B(O)O)[CH:6]=[CH:5][CH:4]=[CH:3][CH:2]=1.[Br:10][C:11]1[CH:16]=[CH:15][N:14]=[C:13]2[N:17]([S:21]([C:24]3[CH:29]=[CH:28][C:27]([CH3:30])=[CH:26][CH:25]=3)(=[O:23])=[O:22])[C:18](I)=[CH:19][C:12]=12.C(=O)([O-])[O-].[Na+].[Na+]. The catalyst is C(COC)OC.[Cl-].[NH4+].C1C=CC([P]([Pd]([P](C2C=CC=CC=2)(C2C=CC=CC=2)C2C=CC=CC=2)([P](C2C=CC=CC=2)(C2C=CC=CC=2)C2C=CC=CC=2)[P](C2C=CC=CC=2)(C2C=CC=CC=2)C2C=CC=CC=2)(C2C=CC=CC=2)C2C=CC=CC=2)=CC=1. The product is [Br:10][C:11]1[CH:16]=[CH:15][N:14]=[C:13]2[N:17]([S:21]([C:24]3[CH:29]=[CH:28][C:27]([CH3:30])=[CH:26][CH:25]=3)(=[O:23])=[O:22])[C:18]([C:1]3[CH:6]=[CH:5][CH:4]=[CH:3][CH:2]=3)=[CH:19][C:12]=12. The yield is 0.320. (5) The reactants are C([C:4]1([C:10]2[C:18]3[C:13](=[CH:14][CH:15]=[C:16]([NH:19][C:20]([C:22]4[CH:27]=[CH:26][CH:25]=[CH:24][N:23]=4)=[O:21])[CH:17]=3)[NH:12][N:11]=2)[CH:9]=[CH:8][CH:7]=[CH:6][CH2:5]1)(=O)C.N. The catalyst is CO. The product is [C:4]1([C:10]2[C:18]3[C:13](=[CH:14][CH:15]=[C:16]([NH:19][C:20]([C:22]4[CH:27]=[CH:26][CH:25]=[CH:24][N:23]=4)=[O:21])[CH:17]=3)[NH:12][N:11]=2)[CH:5]=[CH:6][CH:7]=[CH:8][CH:9]=1. The yield is 0.710.